From a dataset of Forward reaction prediction with 1.9M reactions from USPTO patents (1976-2016). Predict the product of the given reaction. (1) The product is: [CH3:1][O:2][C:3]1[CH:8]=[CH:7][C:6]([C:9]2[N:10]([C:19]3[CH:24]=[CH:23][C:22]([S:25]([CH3:28])(=[O:27])=[O:26])=[CH:21][CH:20]=3)[CH:11]=[C:12]([C:14]([F:16])([F:17])[F:15])[N:13]=2)=[CH:5][N:4]=1. Given the reactants [CH3:1][O:2][C:3]1[CH:8]=[CH:7][C:6]([C:9]2[N:10]([C:19]3[CH:24]=[CH:23][C:22]([S:25]([CH3:28])(=[O:27])=[O:26])=[CH:21][CH:20]=3)[CH2:11][C:12](O)([C:14]([F:17])([F:16])[F:15])[N:13]=2)=[CH:5][N:4]=1.O.C1(C)C=CC(S(O)(=O)=O)=CC=1, predict the reaction product. (2) Given the reactants I[C:2]1[C:10]2[C:5](=[N:6][CH:7]=[N:8][C:9]=2[NH2:11])[N:4]([CH:12]([C:14]2[CH:15]=[C:16]3[N:21]([C:22]=2[C:23]2[CH:28]=[CH:27][CH:26]=[CH:25][N:24]=2)[CH:20]=[CH:19][CH:18]=[CH:17]3)[CH3:13])[N:3]=1.CC1(C)OB([C:35]2[CH:36]=[C:37]([OH:41])[CH:38]=[N:39][CH:40]=2)OC1(C)C.CCO.C([O-])([O-])=O.[Na+].[Na+], predict the reaction product. The product is: [NH2:11][C:9]1[N:8]=[CH:7][N:6]=[C:5]2[N:4]([CH:12]([C:14]3[CH:15]=[C:16]4[N:21]([C:22]=3[C:23]3[CH:28]=[CH:27][CH:26]=[CH:25][N:24]=3)[CH:20]=[CH:19][CH:18]=[CH:17]4)[CH3:13])[N:3]=[C:2]([C:35]3[CH:36]=[C:37]([OH:41])[CH:38]=[N:39][CH:40]=3)[C:10]=12. (3) Given the reactants Cl[C:2]1[CH:7]=[C:6]([I:8])[CH:5]=[C:4]([Cl:9])[N:3]=1.[NH:10]1[CH2:15][CH2:14][O:13][CH2:12][CH2:11]1.CCN(C(C)C)C(C)C, predict the reaction product. The product is: [Cl:9][C:4]1[N:3]=[C:2]([N:10]2[CH2:15][CH2:14][O:13][CH2:12][CH2:11]2)[CH:7]=[C:6]([I:8])[CH:5]=1. (4) The product is: [CH3:2][O:3][C:4](=[O:7])[CH2:5][NH:6][CH2:19][C:15]([NH:14][C:13]([O:12][C:8]([CH3:11])([CH3:10])[CH3:9])=[O:20])([CH3:16])[CH3:18]. Given the reactants Cl.[CH3:2][O:3][C:4](=[O:7])[CH2:5][NH2:6].[C:8]([O:12][C:13](=[O:20])[NH:14][C:15]([CH3:19])([CH3:18])[CH:16]=O)([CH3:11])([CH3:10])[CH3:9].[BH-](OC(C)=O)(OC(C)=O)OC(C)=O.[Na+].C([O-])(O)=O.[Na+], predict the reaction product. (5) Given the reactants [CH:1]1([CH2:9][O:10][C:11]2[CH:12]=[C:13]([CH:16]=[CH:17][CH:18]=2)[CH:14]=[O:15])[CH2:8][CH2:7][CH2:6][CH2:5][CH2:4][CH2:3][CH2:2]1.[C:19](#[N:21])[CH3:20], predict the reaction product. The product is: [CH:1]1([CH2:9][O:10][C:11]2[CH:12]=[C:13]([CH:14]([OH:15])[CH2:20][C:19]#[N:21])[CH:16]=[CH:17][CH:18]=2)[CH2:2][CH2:3][CH2:4][CH2:5][CH2:6][CH2:7][CH2:8]1. (6) Given the reactants [F:1][C:2]1[CH:3]=[C:4]([CH:8]2[CH2:10][O:9]2)[CH:5]=[CH:6][CH:7]=1.[OH:11][C:12]1[CH:19]=[CH:18][C:15]([CH:16]=[O:17])=[CH:14][CH:13]=1.[OH-].[Na+], predict the reaction product. The product is: [F:1][C:2]1[CH:3]=[C:4]([CH:8]([OH:9])[CH2:10][O:11][C:12]2[CH:19]=[CH:18][C:15]([CH:16]=[O:17])=[CH:14][CH:13]=2)[CH:5]=[CH:6][CH:7]=1. (7) Given the reactants [CH3:1][C:2]([C:6]1[CH:7]=[C:8]([C:16]2[CH:21]=[CH:20][CH:19]=[C:18]([CH:22]=[C:23]3[S:27][C:26](=[S:28])[NH:25][C:24]3=[O:29])[CH:17]=2)[CH:9]=[C:10]([N+:13]([O-:15])=[O:14])[C:11]=1[OH:12])([CH3:5])[CH2:3][CH3:4].[BH4-].[Li+].N1C=CC=CC=1, predict the reaction product. The product is: [CH3:5][C:2]([C:6]1[CH:7]=[C:8]([C:16]2[CH:21]=[CH:20][CH:19]=[C:18]([CH2:22][CH:23]3[S:27][C:26](=[S:28])[NH:25][C:24]3=[O:29])[CH:17]=2)[CH:9]=[C:10]([N+:13]([O-:15])=[O:14])[C:11]=1[OH:12])([CH3:1])[CH2:3][CH3:4]. (8) Given the reactants [O:1]=[C:2]1[O:6][N:5]=[C:4]([C:7]2[CH:12]=[CH:11][CH:10]=[CH:9][C:8]=2[C:13]2[CH:18]=[CH:17][C:16]([CH2:19][C:20]3[C:21](=[O:43])[N:22]([C@H:32]4[CH2:37][CH2:36][C@H:35]([O:38][CH2:39][C:40](=O)[CH3:41])[CH2:34][CH2:33]4)[C:23]4[N:24]([N:29]=[CH:30][N:31]=4)[C:25]=3[CH2:26][CH2:27][CH3:28])=[CH:15][CH:14]=2)[NH:3]1.Cl.[NH2:45][O:46][CH3:47].N1C=CC=CC=1.Cl, predict the reaction product. The product is: [CH3:47][O:46]/[N:45]=[C:40](\[CH3:41])/[CH2:39][O:38][C@H:35]1[CH2:34][CH2:33][C@H:32]([N:22]2[C:21](=[O:43])[C:20]([CH2:19][C:16]3[CH:17]=[CH:18][C:13]([C:8]4[CH:9]=[CH:10][CH:11]=[CH:12][C:7]=4[C:4]4[NH:3][C:2](=[O:1])[O:6][N:5]=4)=[CH:14][CH:15]=3)=[C:25]([CH2:26][CH2:27][CH3:28])[N:24]3[N:29]=[CH:30][N:31]=[C:23]23)[CH2:37][CH2:36]1. (9) Given the reactants OC[C@H]1N[C:6](=O)[CH2:5][CH2:4]1.[CH3:9][N:10]([CH:12]=[O:13])C.[Si:14](Cl)([C:17]([CH3:20])([CH3:19])[CH3:18])(C)C.N1[CH:26]=[CH:25]N=C1.[OH2:27], predict the reaction product. The product is: [C:17]([SiH2:14][O:27][C:5]([CH3:4])([CH3:6])[C@H:9]1[NH:10][C:12](=[O:13])[CH2:26][CH2:25]1)([CH3:20])([CH3:19])[CH3:18].